This data is from Reaction yield outcomes from USPTO patents with 853,638 reactions. The task is: Predict the reaction yield, written as a fraction of the theoretical maximum amount of product (1.0 means a 100% yield; for example, 0.34 means a 34% yield). (1) The reactants are Cl[C:2]1[C:11]2[C:6](=[CH:7][C:8]([CH2:12][N:13]3[CH2:18][C@H:17]([C:19]([F:22])([F:21])[F:20])[O:16][C@H:15]([CH3:23])[CH2:14]3)=[CH:9][CH:10]=2)[N:5]=[C:4]([C:24]#[N:25])[CH:3]=1.[CH3:26][N:27]1[CH:31]=[C:30](B2OC(C)(C)C(C)(C)O2)[CH:29]=[N:28]1.CC(C1C=C(C(C)C)C(C2C=CC=CC=2P(C2CCCCC2)C2CCCCC2)=C(C(C)C)C=1)C.[O-]P([O-])([O-])=O.[K+].[K+].[K+]. The catalyst is C1COCC1.CC([O-])=O.CC([O-])=O.[Pd+2]. The product is [CH3:26][N:27]1[CH:31]=[C:30]([C:2]2[C:11]3[C:6](=[CH:7][C:8]([CH2:12][N:13]4[CH2:18][C@H:17]([C:19]([F:20])([F:21])[F:22])[O:16][C@H:15]([CH3:23])[CH2:14]4)=[CH:9][CH:10]=3)[N:5]=[C:4]([C:24]#[N:25])[CH:3]=2)[CH:29]=[N:28]1. The yield is 0.670. (2) The reactants are O[CH2:2][C:3]1[CH:14]=[N:13][C:6]2[N:7]([CH3:12])[CH2:8][C:9](=[O:11])[NH:10][C:5]=2[CH:4]=1.[I-].C(C[P+](C)(C)C)#N.C(N(C(C)C)C(C)C)C.Cl.[Cl:33][C:34]1[CH:39]=[CH:38][C:37]([N:40]2[CH2:45][CH2:44][NH:43][CH2:42][CH2:41]2)=[CH:36][CH:35]=1. The catalyst is C(#N)CC.O. The product is [Cl:33][C:34]1[CH:35]=[CH:36][C:37]([N:40]2[CH2:45][CH2:44][N:43]([CH2:2][C:3]3[CH:14]=[N:13][C:6]4[N:7]([CH3:12])[CH2:8][C:9](=[O:11])[NH:10][C:5]=4[CH:4]=3)[CH2:42][CH2:41]2)=[CH:38][CH:39]=1. The yield is 0.0800. (3) The reactants are [O:1]=[C:2]1[C:10]2[C:5](=[CH:6][CH:7]=[CH:8][CH:9]=2)[C:4](=[O:11])[N:3]1[CH2:12][CH2:13][CH2:14][CH2:15][N:16]1[CH2:21][CH2:20][N:19](C(OC(C)(C)C)=O)[CH2:18][CH2:17]1.C(O)(C(F)(F)F)=O.C([O-])([O-])=O.[K+].[K+].F[C:43]1[N:48]=[C:47]([O:49][CH3:50])[C:46]([S:51][C:52]2[N:57]=[C:56]([NH:58][C:59](=[O:61])[CH3:60])[CH:55]=[C:54]([NH:62][C:63](=[O:65])[CH3:64])[N:53]=2)=[C:45]([O:66][CH3:67])[N:44]=1. The catalyst is C(Cl)Cl.CN(C=O)C. The product is [O:1]=[C:2]1[C:10]2[C:5](=[CH:6][CH:7]=[CH:8][CH:9]=2)[C:4](=[O:11])[N:3]1[CH2:12][CH2:13][CH2:14][CH2:15][N:16]1[CH2:17][CH2:18][N:19]([C:43]2[N:48]=[C:47]([O:49][CH3:50])[C:46]([S:51][C:52]3[N:57]=[C:56]([NH:58][C:59](=[O:61])[CH3:60])[CH:55]=[C:54]([NH:62][C:63](=[O:65])[CH3:64])[N:53]=3)=[C:45]([O:66][CH3:67])[N:44]=2)[CH2:20][CH2:21]1. The yield is 0.490. (4) The reactants are [NH2:1][C:2]1[S:3][C:4]2[CH:10]=[C:9]([C:11]([OH:13])=[O:12])[CH:8]=[C:7]([Br:14])[C:5]=2[N:6]=1.[Si](C=[N+]=[N-])(C)(C)[CH3:16]. The catalyst is O1CCCC1.CO. The product is [CH3:16][O:12][C:11]([C:9]1[CH:8]=[C:7]([Br:14])[C:5]2[N:6]=[C:2]([NH2:1])[S:3][C:4]=2[CH:10]=1)=[O:13]. The yield is 1.00.